Dataset: Forward reaction prediction with 1.9M reactions from USPTO patents (1976-2016). Task: Predict the product of the given reaction. (1) Given the reactants [F:1][C:2]1[CH:3]=[C:4]([N:8]2[CH2:12][CH:11]([CH2:13][OH:14])[O:10][C:9]2=[O:15])[CH:5]=[CH:6][CH:7]=1.[CH3:16][S:17](Cl)(=[O:19])=[O:18], predict the reaction product. The product is: [F:1][C:2]1[CH:3]=[C:4]([N:8]2[CH2:12][C@H:11]([CH2:13][O:14][S:17]([CH3:16])(=[O:19])=[O:18])[O:10][C:9]2=[O:15])[CH:5]=[CH:6][CH:7]=1. (2) Given the reactants [C:1]([O:20][CH2:21][CH:22]([OH:44])[CH2:23][O:24][C:25]([C:38]1[CH:43]=[CH:42][CH:41]=[CH:40][CH:39]=1)([C:32]1[CH:37]=[CH:36][CH:35]=[CH:34][CH:33]=1)[C:26]1[CH:31]=[CH:30][CH:29]=[CH:28][CH:27]=1)([C:14]1[CH:19]=[CH:18][CH:17]=[CH:16][CH:15]=1)([C:8]1[CH:13]=[CH:12][CH:11]=[CH:10][CH:9]=1)[C:2]1[CH:7]=[CH:6][CH:5]=[CH:4][CH:3]=1.[I:45][C:46]1[CH:51]=[CH:50][C:49](O)=[CH:48][CH:47]=1.C1(P(C2C=CC=CC=2)C2C=CC=CC=2)C=CC=CC=1.N(C(OC(C)C)=O)=NC(OC(C)C)=O, predict the reaction product. The product is: [I:45][C:46]1[CH:51]=[CH:50][C:49]([O:44][CH:22]([CH2:21][O:20][C:1]([C:14]2[CH:19]=[CH:18][CH:17]=[CH:16][CH:15]=2)([C:8]2[CH:9]=[CH:10][CH:11]=[CH:12][CH:13]=2)[C:2]2[CH:7]=[CH:6][CH:5]=[CH:4][CH:3]=2)[CH2:23][O:24][C:25]([C:38]2[CH:43]=[CH:42][CH:41]=[CH:40][CH:39]=2)([C:26]2[CH:27]=[CH:28][CH:29]=[CH:30][CH:31]=2)[C:32]2[CH:33]=[CH:34][CH:35]=[CH:36][CH:37]=2)=[CH:48][CH:47]=1. (3) Given the reactants C(P1(=O)OP(=O)(CCC)OP(=O)(CCC)O1)CC.[NH2:19][C:20]1[CH:25]=[CH:24][CH:23]=[CH:22][C:21]=1[C:26]1[CH:31]=[CH:30][C:29]([CH2:32][C@H:33]([NH:48][C:49]([C@H:51]2[CH2:56][CH2:55][C@H:54]([CH2:57][NH:58][C:59](=[O:65])[O:60][C:61]([CH3:64])([CH3:63])[CH3:62])[CH2:53][CH2:52]2)=[O:50])[C:34](=[O:47])[NH:35][C:36]2[CH:41]=[CH:40][C:39]([C:42]3[N:43]=[N:44][NH:45][N:46]=3)=[CH:38][CH:37]=2)=[CH:28][CH:27]=1.[C:66]([O:70][C:71]([N:73]1[CH2:78][CH2:77][CH:76]([C:79](O)=[O:80])[CH2:75][CH2:74]1)=[O:72])([CH3:69])([CH3:68])[CH3:67].F[P-](F)(F)(F)(F)F.CN(C(ON1C2=NC=CC=C2N=N1)=[N+](C)C)C, predict the reaction product. The product is: [C:61]([O:60][C:59]([NH:58][CH2:57][C@H:54]1[CH2:55][CH2:56][C@H:51]([C:49]([NH:48][C@H:33]([C:34](=[O:47])[NH:35][C:36]2[CH:41]=[CH:40][C:39]([C:42]3[N:43]=[N:44][NH:45][N:46]=3)=[CH:38][CH:37]=2)[CH2:32][C:29]2[CH:30]=[CH:31][C:26]([C:21]3[CH:22]=[CH:23][CH:24]=[CH:25][C:20]=3[NH:19][C:79]([CH:76]3[CH2:77][CH2:78][N:73]([C:71]([O:70][C:66]([CH3:69])([CH3:68])[CH3:67])=[O:72])[CH2:74][CH2:75]3)=[O:80])=[CH:27][CH:28]=2)=[O:50])[CH2:52][CH2:53]1)=[O:65])([CH3:62])([CH3:64])[CH3:63]. (4) Given the reactants [Br:1][C:2]1[CH:3]=[C:4]([CH:9]2[CH2:13][C:12]([C:18]3[CH:23]=[C:22]([Cl:24])[CH:21]=[C:20]([Cl:25])[CH:19]=3)([C:14]([F:17])([F:16])[F:15])[CH:11]=[N:10]2)[CH:5]=[CH:6][C:7]=1[F:8].CC([O-])(C)C.[K+].O, predict the reaction product. The product is: [Br:1][C:2]1[CH:3]=[C:4]([C:9]2[CH2:13][C:12]([C:18]3[CH:19]=[C:20]([Cl:25])[CH:21]=[C:22]([Cl:24])[CH:23]=3)([C:14]([F:17])([F:16])[F:15])[CH2:11][N:10]=2)[CH:5]=[CH:6][C:7]=1[F:8]. (5) Given the reactants [NH:1]([C:8]1[C:13]([Br:14])=[CH:12][N:11]=[C:10]([NH:15][C:16]2[CH:21]=[CH:20][C:19]([NH:22][C:23](=[O:27])[CH2:24][CH2:25]Cl)=[CH:18][CH:17]=2)[N:9]=1)[C:2]1[CH:7]=[CH:6][CH:5]=[CH:4][CH:3]=1.[CH:28]([NH2:31])([CH3:30])[CH3:29], predict the reaction product. The product is: [NH:1]([C:8]1[C:13]([Br:14])=[CH:12][N:11]=[C:10]([NH:15][C:16]2[CH:21]=[CH:20][C:19]([NH:22][C:23](=[O:27])[CH2:24][CH2:25][NH:31][CH:28]([CH3:30])[CH3:29])=[CH:18][CH:17]=2)[N:9]=1)[C:2]1[CH:7]=[CH:6][CH:5]=[CH:4][CH:3]=1. (6) The product is: [CH2:18]([C@@:14]1([OH:17])[CH2:15][CH2:16][NH:11][CH2:12][C@H:13]1[OH:25])[C:19]1[CH:20]=[CH:21][CH:22]=[CH:23][CH:24]=1. Given the reactants C(OC([N:11]1[CH2:16][CH2:15][C@@:14]([CH2:18][C:19]2[CH:24]=[CH:23][CH:22]=[CH:21][CH:20]=2)([OH:17])[C@H:13]([OH:25])[CH2:12]1)=O)C1C=CC=CC=1, predict the reaction product. (7) Given the reactants [OH:1][C:2]1[C:11]2[C:6](=[CH:7][CH:8]=[CH:9][CH:10]=2)[C:5]([CH2:15][CH2:16][CH3:17])([CH2:12][CH2:13][CH3:14])[C:4](=[O:18])[C:3]=1[C:19](OCC)=[O:20].[NH2:24][C:25]1[CH:30]=[CH:29][C:28]([O:31][CH2:32][C:33]2[CH:38]=[CH:37][CH:36]=[CH:35][CH:34]=2)=[CH:27][C:26]=1[S:39]([NH2:42])(=[O:41])=[O:40], predict the reaction product. The product is: [NH2:42][S:39]([C:26]1[CH:27]=[C:28]([O:31][CH2:32][C:33]2[CH:38]=[CH:37][CH:36]=[CH:35][CH:34]=2)[CH:29]=[CH:30][C:25]=1[NH:24][C:19]([C:3]1[C:4](=[O:18])[C:5]([CH2:15][CH2:16][CH3:17])([CH2:12][CH2:13][CH3:14])[C:6]2[C:11](=[CH:10][CH:9]=[CH:8][CH:7]=2)[C:2]=1[OH:1])=[O:20])(=[O:40])=[O:41]. (8) Given the reactants [F:1][C:2]1[CH:11]=[C:10]([F:12])[CH:9]=[C:8]2[C:3]=1[C@@H:4]([O:13][C:14]1[C:22]3[N:21]=[C:20]([CH3:23])[N:19](S(C4C=CC(C)=CC=4)(=O)=O)[C:18]=3[CH:17]=[C:16]([C:34]([N:36]([CH3:38])[CH3:37])=[O:35])[CH:15]=1)[CH2:5][CH2:6][O:7]2.[OH-].[Na+], predict the reaction product. The product is: [F:1][C:2]1[CH:11]=[C:10]([F:12])[CH:9]=[C:8]2[C:3]=1[C@@H:4]([O:13][C:14]1[C:22]3[N:21]=[C:20]([CH3:23])[NH:19][C:18]=3[CH:17]=[C:16]([C:34]([N:36]([CH3:37])[CH3:38])=[O:35])[CH:15]=1)[CH2:5][CH2:6][O:7]2. (9) Given the reactants [CH:1]1([CH2:4][CH2:5][CH2:6][NH2:7])[CH2:3][CH2:2]1.C([O:10][C:11]([C:13]1[N:14]=[C:15]2[CH:20]=[CH:19][C:18]([N:21]3[CH2:26][CH2:25][N:24]([C:27](=[O:39])[C:28]4[CH:33]=[C:32]([F:34])[CH:31]=[CH:30][C:29]=4[C:35]([F:38])([F:37])[F:36])[CH2:23][CH2:22]3)=[N:17][N:16]2[CH:40]=1)=O)C, predict the reaction product. The product is: [CH:1]1([CH2:4][CH2:5][CH2:6][NH:7][C:11]([C:13]2[N:14]=[C:15]3[CH:20]=[CH:19][C:18]([N:21]4[CH2:26][CH2:25][N:24]([C:27](=[O:39])[C:28]5[CH:33]=[C:32]([F:34])[CH:31]=[CH:30][C:29]=5[C:35]([F:36])([F:38])[F:37])[CH2:23][CH2:22]4)=[N:17][N:16]3[CH:40]=2)=[O:10])[CH2:3][CH2:2]1.